This data is from Full USPTO retrosynthesis dataset with 1.9M reactions from patents (1976-2016). The task is: Predict the reactants needed to synthesize the given product. (1) Given the product [NH2:17][C:4]1[N:3]=[C:2]([NH:18][C:19]2[CH:20]=[CH:21][C:22]([Cl:29])=[C:23]([CH:28]=2)[C:24]([NH:26][CH3:27])=[O:25])[CH:7]=[C:6]([C:8]2[CH:13]=[C:12]([Br:14])[CH:11]=[CH:10][C:9]=2[O:15][CH3:16])[N:5]=1, predict the reactants needed to synthesize it. The reactants are: Cl[C:2]1[CH:7]=[C:6]([C:8]2[CH:13]=[C:12]([Br:14])[CH:11]=[CH:10][C:9]=2[O:15][CH3:16])[N:5]=[C:4]([NH2:17])[N:3]=1.[NH2:18][C:19]1[CH:20]=[CH:21][C:22]([Cl:29])=[C:23]([CH:28]=1)[C:24]([NH:26][CH3:27])=[O:25]. (2) Given the product [O:12]=[C:6]1[CH:7]=[CH:8][C:9]2[CH:10]=[CH:11][C:2](=[O:1])[N:3]3[C@H:14]([CH2:15][N:16]4[CH2:17][CH2:18][C:19]([NH:23][C:24](=[O:29])[C:25]([F:28])([F:27])[F:26])([CH3:22])[CH2:20][CH2:21]4)[CH2:13][N:5]1[C:4]=23, predict the reactants needed to synthesize it. The reactants are: [O:1]=[C:2]1[CH:11]=[CH:10][C:9]2[CH2:8][CH2:7][C:6](=[O:12])[N:5]3[CH2:13][C@@H:14]([CH2:15][N:16]4[CH2:21][CH2:20][C:19]([NH:23][C:24](=[O:29])[C:25]([F:28])([F:27])[F:26])([CH3:22])[CH2:18][CH2:17]4)[N:3]1[C:4]=23.C(C1C(=O)C(Cl)=C(Cl)C(=O)C=1C#N)#N.C([O-])([O-])=O.[K+].[K+]. (3) Given the product [CH2:28]([NH:30][C:31](=[O:32])[NH:27][CH:8]([CH2:9][NH:10][C:11]1[C:12]2[CH:26]=[CH:25][N:24]=[CH:23][C:13]=2[N:14]=[C:15]([C:17]2[CH:22]=[CH:21][N:20]=[CH:19][CH:18]=2)[N:16]=1)[CH2:7][C:1]1[CH:6]=[CH:5][CH:4]=[CH:3][CH:2]=1)[CH3:29], predict the reactants needed to synthesize it. The reactants are: [C:1]1([CH2:7][C@H:8]([NH2:27])[CH2:9][NH:10][C:11]2[C:12]3[CH:26]=[CH:25][N:24]=[CH:23][C:13]=3[N:14]=[C:15]([C:17]3[CH:22]=[CH:21][N:20]=[CH:19][CH:18]=3)[N:16]=2)[CH:6]=[CH:5][CH:4]=[CH:3][CH:2]=1.[CH2:28]([N:30]=[C:31]=[O:32])[CH3:29]. (4) Given the product [F:15][CH2:16][CH:17]([N:2]1[CH:3]=[C:4]([B:6]2[O:7][C:8]([CH3:9])([CH3:10])[C:11]([CH3:13])([CH3:12])[O:14]2)[CH:5]=[N:1]1)[CH2:18][F:19], predict the reactants needed to synthesize it. The reactants are: [NH:1]1[CH:5]=[C:4]([B:6]2[O:14][C:11]([CH3:13])([CH3:12])[C:8]([CH3:10])([CH3:9])[O:7]2)[CH:3]=[N:2]1.[F:15][CH2:16][CH:17](O)[CH2:18][F:19].C1(P(C2C=CC=CC=2)C2C=CC=CC=2)C=CC=CC=1.N(C(OC(C)C)=O)=NC(OC(C)C)=O. (5) Given the product [C:33]1([CH:26]([C:27]2[CH:28]=[CH:29][CH:30]=[CH:31][CH:32]=2)[CH2:25][N:15]([CH2:16][C:17]2[CH:22]=[CH:21][CH:20]=[C:19]([F:23])[C:18]=2[F:24])[CH2:14][CH2:13][CH2:12][O:11][C:7]2[CH:6]=[C:5]([CH2:4][C:3]([OH:39])=[O:2])[CH:10]=[CH:9][CH:8]=2)[CH:38]=[CH:37][CH:36]=[CH:35][CH:34]=1, predict the reactants needed to synthesize it. The reactants are: C[O:2][C:3](=[O:39])[CH2:4][C:5]1[CH:10]=[CH:9][CH:8]=[C:7]([O:11][CH2:12][CH2:13][CH2:14][N:15]([CH2:25][CH:26]([C:33]2[CH:38]=[CH:37][CH:36]=[CH:35][CH:34]=2)[C:27]2[CH:32]=[CH:31][CH:30]=[CH:29][CH:28]=2)[CH2:16][C:17]2[CH:22]=[CH:21][CH:20]=[C:19]([F:23])[C:18]=2[F:24])[CH:6]=1.[OH-].[Na+]. (6) The reactants are: [C:1]1([CH3:15])[CH:6]=[CH:5][C:4]([S:7][C:8]2[CH:13]=[CH:12][CH:11]=[CH:10][C:9]=2Br)=[CH:3][CH:2]=1.[C:16]([N:21]1[CH2:26][CH2:25][CH2:24][CH2:23][C:22]1=O)([O:18][CH2:19][CH3:20])=[O:17].Cl.C1C[O:32]CC1. Given the product [C:16]([N:21]1[CH2:26][CH2:25][C:24]([OH:32])([C:9]2[CH:10]=[CH:11][CH:12]=[CH:13][C:8]=2[S:7][C:4]2[CH:5]=[CH:6][C:1]([CH3:15])=[CH:2][CH:3]=2)[CH2:23][CH2:22]1)([O:18][CH2:19][CH3:20])=[O:17], predict the reactants needed to synthesize it.